Dataset: NCI-60 drug combinations with 297,098 pairs across 59 cell lines. Task: Regression. Given two drug SMILES strings and cell line genomic features, predict the synergy score measuring deviation from expected non-interaction effect. Drug 1: C1C(C(OC1N2C=C(C(=O)NC2=O)F)CO)O. Drug 2: CC1=C2C(C(=O)C3(C(CC4C(C3C(C(C2(C)C)(CC1OC(=O)C(C(C5=CC=CC=C5)NC(=O)C6=CC=CC=C6)O)O)OC(=O)C7=CC=CC=C7)(CO4)OC(=O)C)O)C)OC(=O)C. Cell line: ACHN. Synergy scores: CSS=26.5, Synergy_ZIP=-3.07, Synergy_Bliss=-1.11, Synergy_Loewe=-6.41, Synergy_HSA=0.501.